The task is: Predict the reactants needed to synthesize the given product.. This data is from Full USPTO retrosynthesis dataset with 1.9M reactions from patents (1976-2016). (1) Given the product [F:1][C:2]1[CH:7]=[CH:6][C:5]([C:8]2([C:16]([OH:20])=[O:18])[CH2:11][C:10]([O:14][CH3:15])([O:12][CH3:13])[CH2:9]2)=[CH:4][CH:3]=1, predict the reactants needed to synthesize it. The reactants are: [F:1][C:2]1[CH:7]=[CH:6][C:5]([C:8]2([C:16]#N)[CH2:11][C:10]([O:14][CH3:15])([O:12][CH3:13])[CH2:9]2)=[CH:4][CH:3]=1.[OH-:18].[Na+].[OH2:20]. (2) Given the product [Cl:1][C:2]1[C:3]([C:9]([F:10])([F:11])[F:12])=[CH:4][C:5]([OH:8])=[C:6]([N+:18]([O-:20])=[O:19])[CH:7]=1.[Cl:1][C:2]1[CH:7]=[CH:6][C:5]([OH:8])=[C:4]([N+:18]([O-:21])=[O:19])[C:3]=1[C:9]([F:10])([F:11])[F:12], predict the reactants needed to synthesize it. The reactants are: [Cl:1][C:2]1[CH:7]=[CH:6][C:5]([OH:8])=[CH:4][C:3]=1[C:9]([F:12])([F:11])[F:10].S(=O)(=O)(O)O.[N+:18]([O-:21])([OH:20])=[O:19].